Dataset: Peptide-MHC class I binding affinity with 185,985 pairs from IEDB/IMGT. Task: Regression. Given a peptide amino acid sequence and an MHC pseudo amino acid sequence, predict their binding affinity value. This is MHC class I binding data. (1) The peptide sequence is EADPTGHSY. The MHC is HLA-B07:02 with pseudo-sequence HLA-B07:02. The binding affinity (normalized) is 0.0847. (2) The peptide sequence is YSDNEMLTH. The MHC is HLA-B27:03 with pseudo-sequence HLA-B27:03. The binding affinity (normalized) is 0.0847.